Task: Predict which catalyst facilitates the given reaction.. Dataset: Catalyst prediction with 721,799 reactions and 888 catalyst types from USPTO (1) Reactant: [F:1][C:2]([F:15])([F:14])[S:3]([O:6][C:7]1[CH:12]=[C:11]([OH:13])[CH:10]=[CH:9][N:8]=1)(=[O:5])=[O:4].[OH-].C([N+](CCCC)(CCCC)CCCC)CCC.[F:34][C:35]([F:44])([F:43])[CH2:36][CH2:37][CH2:38][S:39](Cl)(=[O:41])=[O:40]. Product: [F:34][C:35]([F:44])([F:43])[CH2:36][CH2:37][CH2:38][S:39]([O:13][C:11]1[CH:10]=[CH:9][N:8]=[C:7]([O:6][S:3]([C:2]([F:1])([F:14])[F:15])(=[O:5])=[O:4])[CH:12]=1)(=[O:41])=[O:40]. The catalyst class is: 46. (2) Reactant: [Si:1]([O:8][C:9]1[CH:10]=[C:11]2[C:15](=[CH:16][CH:17]=1)[NH:14][N:13]=[CH:12]2)([C:4]([CH3:7])([CH3:6])[CH3:5])([CH3:3])[CH3:2].[I:18]N1C(=O)CCC1=O. Product: [Si:1]([O:8][C:9]1[CH:10]=[C:11]2[C:15](=[CH:16][CH:17]=1)[NH:14][N:13]=[C:12]2[I:18])([C:4]([CH3:7])([CH3:5])[CH3:6])([CH3:3])[CH3:2]. The catalyst class is: 2.